Dataset: Full USPTO retrosynthesis dataset with 1.9M reactions from patents (1976-2016). Task: Predict the reactants needed to synthesize the given product. (1) Given the product [O:27]1[CH2:26][CH:25]1[CH2:23][O:1][C:2]1[CH:7]=[CH:6][CH:5]=[CH:4][C:3]=1[NH:8][C:9](=[O:16])[C:10]1[CH:15]=[CH:14][CH:13]=[CH:12][CH:11]=1, predict the reactants needed to synthesize it. The reactants are: [OH:1][C:2]1[CH:7]=[CH:6][CH:5]=[CH:4][C:3]=1[NH:8][C:9](=[O:16])[C:10]1[CH:15]=[CH:14][CH:13]=[CH:12][CH:11]=1.C(=O)([O-])[O-].[Cs+].[Cs+].[CH2:23]([CH:25]1[O:27][CH2:26]1)Br. (2) Given the product [CH:42]1([CH2:41][N:11]([CH2:10][CH2:9][OH:8])[C:12]([C:14]2[C:19]([O:20][CH2:21][C:22]3[CH:27]=[CH:26][CH:25]=[CH:24][CH:23]=3)=[C:18]([OH:28])[N:17]=[C:16]([CH2:29][C:30]3([C:35]4[CH:40]=[CH:39][CH:38]=[CH:37][N:36]=4)[CH2:34][CH2:33][CH2:32][CH2:31]3)[N:15]=2)=[O:13])[CH2:44][CH2:43]1, predict the reactants needed to synthesize it. The reactants are: [Si]([O:8][CH2:9][CH2:10][N:11]([CH2:41][CH:42]1[CH2:44][CH2:43]1)[C:12]([C:14]1[C:19]([O:20][CH2:21][C:22]2[CH:27]=[CH:26][CH:25]=[CH:24][CH:23]=2)=[C:18]([OH:28])[N:17]=[C:16]([CH2:29][C:30]2([C:35]3[CH:40]=[CH:39][CH:38]=[CH:37][N:36]=3)[CH2:34][CH2:33][CH2:32][CH2:31]2)[N:15]=1)=[O:13])(C(C)(C)C)(C)C.Cl.